Dataset: Catalyst prediction with 721,799 reactions and 888 catalyst types from USPTO. Task: Predict which catalyst facilitates the given reaction. (1) Reactant: [F:1][C:2]1[N:7]=[C:6]([C:8]2[N:9]([CH2:13][C:14]3[N:19]=[N:18][C:17]([NH2:20])=[CH:16][C:15]=3[CH2:21][CH2:22][CH3:23])[CH:10]=[CH:11][N:12]=2)[CH:5]=[CH:4][CH:3]=1.Br[CH2:25][C:26]([C:28]([F:31])([F:30])[F:29])=O. The catalyst class is: 3. Product: [F:1][C:2]1[N:7]=[C:6]([C:8]2[N:9]([CH2:13][C:14]3[C:15]([CH2:21][CH2:22][CH3:23])=[CH:16][C:17]4[N:18]([CH:25]=[C:26]([C:28]([F:31])([F:30])[F:29])[N:20]=4)[N:19]=3)[CH:10]=[CH:11][N:12]=2)[CH:5]=[CH:4][CH:3]=1. (2) Reactant: C[O-:2].[Mg+2].C[O-].C[C:7]1[O:14][C:12](=O)[CH:11]([C:15]([CH3:17])=[O:16])[C:9](=[O:10])[CH:8]=1. Product: [O:10]=[C:9]([CH2:11][C:15](=[O:16])[CH3:17])[CH2:8][C:7]([O:14][CH3:12])=[O:2]. The catalyst class is: 5. (3) Reactant: Br[C:2]1[CH:22]=[CH:21][C:5]([O:6][CH2:7][CH:8]2[CH2:13][CH2:12][N:11]([C:14]([O:16][C:17]([CH3:20])([CH3:19])[CH3:18])=[O:15])[CH2:10][CH2:9]2)=[CH:4][CH:3]=1.[OH:23][C:24]1[CH:29]=[CH:28][C:27](B(O)O)=[CH:26][CH:25]=1.O.C([O-])([O-])=O.[Cs+].[Cs+]. Product: [OH:23][C:24]1[CH:29]=[CH:28][C:27]([C:2]2[CH:22]=[CH:21][C:5]([O:6][CH2:7][CH:8]3[CH2:13][CH2:12][N:11]([C:14]([O:16][C:17]([CH3:20])([CH3:19])[CH3:18])=[O:15])[CH2:10][CH2:9]3)=[CH:4][CH:3]=2)=[CH:26][CH:25]=1. The catalyst class is: 12. (4) Product: [OH:5][CH2:4][CH2:3][N:2]([CH3:1])[C:9](=[O:10])[CH2:8][C:7](=[O:11])[CH3:6]. Reactant: [CH3:1][NH:2][CH2:3][CH2:4][OH:5].[CH2:6]=[C:7]1[O:11][C:9](=[O:10])[CH2:8]1. The catalyst class is: 7. (5) Reactant: [C:1](OC)(=O)[CH:2]([CH3:4])C.[O-:8][CH2:9][CH3:10].[Na+].[C:12](#[N:14])[CH3:13]. Product: [CH3:1][CH:2]([CH3:4])[C:10](=[C:9]=[O:8])[CH2:13][C:12]#[N:14]. The catalyst class is: 5. (6) Reactant: CC(C)([O-])C.[Na+].[CH3:7][N:8]([C:17]1[CH:22]=[CH:21][CH:20]=[CH:19][CH:18]=1)[S:9]([CH2:12][C:13]([O:15][CH3:16])=[O:14])(=[O:11])=[O:10].Br[C:24]1[CH:25]=[CH:26][C:27]2[CH:38]=[CH:37][C:31]3=[N:32][CH:33]=[C:34]([Cl:36])[CH:35]=[C:30]3[C:29](=[O:39])[C:28]=2[CH:40]=1.F[B-](F)(F)F.C([PH+](C(C)(C)C)C(C)(C)C)(C)(C)C. Product: [Cl:36][C:34]1[CH:35]=[C:30]2[C:29](=[O:39])[C:28]3[CH:40]=[C:24]([CH:12]([S:9]([N:8]([CH3:7])[C:17]4[CH:22]=[CH:21][CH:20]=[CH:19][CH:18]=4)(=[O:10])=[O:11])[C:13]([O:15][CH3:16])=[O:14])[CH:25]=[CH:26][C:27]=3[CH:38]=[CH:37][C:31]2=[N:32][CH:33]=1. The catalyst class is: 584.